From a dataset of Catalyst prediction with 721,799 reactions and 888 catalyst types from USPTO. Predict which catalyst facilitates the given reaction. (1) Reactant: [CH3:1][O:2][C:3]1[CH:4]=[C:5]2[C:9](=[CH:10][C:11]=1[O:12][CH3:13])[N:8]([CH2:14][CH2:15][N:16]1[CH2:21][CH2:20][N:19]([CH3:22])[CH2:18][CH2:17]1)[CH:7]=[C:6]2[C:23]1[N:32](S(C2C=CC(C)=CC=2)(=O)=O)[C:26]2=[N:27][CH:28]=[C:29]([F:31])[CH:30]=[C:25]2[CH:24]=1.[OH-].[K+].ClCCl.CO. Product: [CH3:1][O:2][C:3]1[CH:4]=[C:5]2[C:9](=[CH:10][C:11]=1[O:12][CH3:13])[N:8]([CH2:14][CH2:15][N:16]1[CH2:17][CH2:18][N:19]([CH3:22])[CH2:20][CH2:21]1)[CH:7]=[C:6]2[C:23]1[NH:32][C:26]2=[N:27][CH:28]=[C:29]([F:31])[CH:30]=[C:25]2[CH:24]=1. The catalyst class is: 24. (2) Reactant: [CH2:1]([O:8][C:9]1[CH:10]=[C:11]([OH:15])[CH:12]=[CH:13][CH:14]=1)[C:2]1[CH:7]=[CH:6][CH:5]=[CH:4][CH:3]=1.[C:29]1(P([C:29]2[CH:34]=[CH:33][CH:32]=[CH:31][CH:30]=2)[C:29]2[CH:34]=[CH:33][CH:32]=[CH:31][CH:30]=2)[CH:34]=[CH:33][CH:32]=[CH:31][CH:30]=1.N(C(OC(C)(C)C)=O)=NC(OC(C)(C)C)=O.[C:51]([O:55][C:56]([N:58]1CC[O:60][C:59]1([CH3:64])[CH3:63])=[O:57])([CH3:54])([CH3:53])[CH3:52]. Product: [C:51]([O:55][C:56]([N:58]1[C@@H:31]([CH2:32][C@@H:33]([O:15][C:11]2[CH:12]=[CH:13][CH:14]=[C:9]([O:8][CH2:1][C:2]3[CH:3]=[CH:4][CH:5]=[CH:6][CH:7]=3)[CH:10]=2)[CH2:34][CH3:29])[CH2:30][O:60][C:59]1([CH3:64])[CH3:63])=[O:57])([CH3:54])([CH3:52])[CH3:53]. The catalyst class is: 1.